Dataset: NCI-60 drug combinations with 297,098 pairs across 59 cell lines. Task: Regression. Given two drug SMILES strings and cell line genomic features, predict the synergy score measuring deviation from expected non-interaction effect. (1) Drug 1: COC1=CC(=CC(=C1O)OC)C2C3C(COC3=O)C(C4=CC5=C(C=C24)OCO5)OC6C(C(C7C(O6)COC(O7)C8=CC=CS8)O)O. Drug 2: COC1=C2C(=CC3=C1OC=C3)C=CC(=O)O2. Cell line: CCRF-CEM. Synergy scores: CSS=57.2, Synergy_ZIP=4.69, Synergy_Bliss=5.19, Synergy_Loewe=-29.9, Synergy_HSA=4.17. (2) Drug 1: C1CCC(C1)C(CC#N)N2C=C(C=N2)C3=C4C=CNC4=NC=N3. Drug 2: CC1=C(N=C(N=C1N)C(CC(=O)N)NCC(C(=O)N)N)C(=O)NC(C(C2=CN=CN2)OC3C(C(C(C(O3)CO)O)O)OC4C(C(C(C(O4)CO)O)OC(=O)N)O)C(=O)NC(C)C(C(C)C(=O)NC(C(C)O)C(=O)NCCC5=NC(=CS5)C6=NC(=CS6)C(=O)NCCC[S+](C)C)O. Cell line: ACHN. Synergy scores: CSS=3.44, Synergy_ZIP=-16.8, Synergy_Bliss=-27.3, Synergy_Loewe=-46.8, Synergy_HSA=-27.3. (3) Drug 1: CCN(CC)CCCC(C)NC1=C2C=C(C=CC2=NC3=C1C=CC(=C3)Cl)OC. Drug 2: C1C(C(OC1N2C=NC(=NC2=O)N)CO)O. Synergy scores: CSS=0.621, Synergy_ZIP=-1.17, Synergy_Bliss=-0.715, Synergy_Loewe=-2.19, Synergy_HSA=-1.50. Cell line: IGROV1. (4) Drug 1: CC1=C(C=C(C=C1)NC(=O)C2=CC=C(C=C2)CN3CCN(CC3)C)NC4=NC=CC(=N4)C5=CN=CC=C5. Drug 2: C#CCC(CC1=CN=C2C(=N1)C(=NC(=N2)N)N)C3=CC=C(C=C3)C(=O)NC(CCC(=O)O)C(=O)O. Cell line: KM12. Synergy scores: CSS=40.3, Synergy_ZIP=1.17, Synergy_Bliss=-2.49, Synergy_Loewe=-16.6, Synergy_HSA=1.72. (5) Cell line: NCI-H322M. Drug 2: CC12CCC(CC1=CCC3C2CCC4(C3CC=C4C5=CN=CC=C5)C)O. Synergy scores: CSS=0.248, Synergy_ZIP=9.85, Synergy_Bliss=3.76, Synergy_Loewe=0.843, Synergy_HSA=1.60. Drug 1: CC1=C(C=C(C=C1)NC2=NC=CC(=N2)N(C)C3=CC4=NN(C(=C4C=C3)C)C)S(=O)(=O)N.Cl. (6) Drug 1: C1=CN(C=N1)CC(O)(P(=O)(O)O)P(=O)(O)O. Drug 2: C1C(C(OC1N2C=NC(=NC2=O)N)CO)O. Cell line: SK-MEL-28. Synergy scores: CSS=1.01, Synergy_ZIP=1.65, Synergy_Bliss=2.56, Synergy_Loewe=1.26, Synergy_HSA=-0.0191.